Dataset: Forward reaction prediction with 1.9M reactions from USPTO patents (1976-2016). Task: Predict the product of the given reaction. (1) Given the reactants C(=O)=O.[Cl:4][C:5]1[CH:10]=[CH:9][C:8]([CH:11]2[C:15]3[N:16]([CH:20]([CH3:22])[CH3:21])[C:17]([CH3:19])=[N:18][C:14]=3[C:13](=[O:23])[N:12]2[C:24]2[CH:25]=[C:26]([CH3:34])[C:27]3[N:28]([C:30]([CH3:33])=[N:31][N:32]=3)[CH:29]=2)=[CH:7][CH:6]=1, predict the reaction product. The product is: [Cl:4][C:5]1[CH:6]=[CH:7][C:8]([C@H:11]2[C:15]3[N:16]([CH:20]([CH3:22])[CH3:21])[C:17]([CH3:19])=[N:18][C:14]=3[C:13](=[O:23])[N:12]2[C:24]2[CH:25]=[C:26]([CH3:34])[C:27]3[N:28]([C:30]([CH3:33])=[N:31][N:32]=3)[CH:29]=2)=[CH:9][CH:10]=1. (2) Given the reactants [C:1]([O:5][C:6]([NH:8][C:9]1[N:14]=[CH:13][C:12]([O:15][C:16]2[CH:25]=[C:24]([F:26])[CH:23]=[CH:22][C:17]=2[C:18]([O:20][CH3:21])=[O:19])=[CH:11][CH:10]=1)=[O:7])([CH3:4])([CH3:3])[CH3:2].[H-].[Na+].I[CH3:30], predict the reaction product. The product is: [C:1]([O:5][C:6]([N:8]([CH3:30])[C:9]1[N:14]=[CH:13][C:12]([O:15][C:16]2[CH:25]=[C:24]([F:26])[CH:23]=[CH:22][C:17]=2[C:18]([O:20][CH3:21])=[O:19])=[CH:11][CH:10]=1)=[O:7])([CH3:4])([CH3:2])[CH3:3].